From a dataset of Forward reaction prediction with 1.9M reactions from USPTO patents (1976-2016). Predict the product of the given reaction. Given the reactants Br[C:2]1[CH:7]=[C:6]([CH2:8][O:9][CH2:10][CH3:11])[CH:5]=[C:4]([Br:12])[CH:3]=1.[Li]CCCC.CN([CH:21]=[O:22])C.[NH4+].[Cl-], predict the reaction product. The product is: [Br:12][C:4]1[CH:3]=[C:2]([CH:7]=[C:6]([CH2:8][O:9][CH2:10][CH3:11])[CH:5]=1)[CH:21]=[O:22].